Dataset: Peptide-MHC class I binding affinity with 185,985 pairs from IEDB/IMGT. Task: Regression. Given a peptide amino acid sequence and an MHC pseudo amino acid sequence, predict their binding affinity value. This is MHC class I binding data. (1) The peptide sequence is YTVKYPQL. The MHC is H-2-Db with pseudo-sequence H-2-Db. The binding affinity (normalized) is 0. (2) The peptide sequence is SLFNTVATV. The MHC is HLA-A02:01 with pseudo-sequence HLA-A02:01. The binding affinity (normalized) is 0.658. (3) The peptide sequence is LVNSIQRR. The MHC is H-2-Db with pseudo-sequence H-2-Db. The binding affinity (normalized) is 0. (4) The peptide sequence is AYDHGNVIL. The MHC is HLA-A29:02 with pseudo-sequence HLA-A29:02. The binding affinity (normalized) is 0.0847. (5) The peptide sequence is KYTHFFSGF. The MHC is HLA-A11:01 with pseudo-sequence HLA-A11:01. The binding affinity (normalized) is 0.0847. (6) The peptide sequence is KPFNNILDL. The MHC is HLA-A11:01 with pseudo-sequence HLA-A11:01. The binding affinity (normalized) is 0.